From a dataset of Buchwald-Hartwig C-N cross coupling reaction yields with 55,370 reactions. Predict the reaction yield, written as a fraction of the theoretical maximum amount of product (1.0 means a 100% yield; for example, 0.34 means a 34% yield). The reactants are FC(F)(F)c1ccc(I)cc1.Cc1ccc(N)cc1.O=S(=O)(O[Pd]1c2ccccc2-c2ccccc2N~1)C(F)(F)F.CC(C)c1cc(C(C)C)c(-c2ccccc2P(C2CCCCC2)C2CCCCC2)c(C(C)C)c1.CCN=P(N=P(N(C)C)(N(C)C)N(C)C)(N(C)C)N(C)C.CCOC(=O)c1cc(C)no1. No catalyst specified. The product is Cc1ccc(Nc2ccc(C(F)(F)F)cc2)cc1. The yield is 0.433.